This data is from Forward reaction prediction with 1.9M reactions from USPTO patents (1976-2016). The task is: Predict the product of the given reaction. (1) Given the reactants [NH:1]1[CH:6]([C:7]([OH:9])=[O:8])[CH2:5][CH2:4][CH2:3][CH:2]1[C:10]([OH:12])=O.[CH2:13]([SiH](CC)CC)C.FC(F)(F)C(O)=O.C(N(CC)CC)C.[C:34](O[C:34]([O:36][C:37]([CH3:40])([CH3:39])[CH3:38])=[O:35])([O:36][C:37]([CH3:40])([CH3:39])[CH3:38])=[O:35].Cl, predict the reaction product. The product is: [C:37]([O:36][C:34]([N:1]1[CH:2]([CH2:10][OH:12])[CH2:3][CH2:4][CH2:5][CH:6]1[C:7]([O:9][CH3:13])=[O:8])=[O:35])([CH3:40])([CH3:39])[CH3:38]. (2) Given the reactants [C:1](Cl)(=[O:3])[CH3:2].[CH2:5]([O:8][C:9]1[CH:10]=[CH:11][C:12]2[C:13]([CH3:22])([CH3:21])[CH2:14][CH2:15][C:16]([CH3:20])([CH3:19])[C:17]=2[CH:18]=1)[CH2:6][CH3:7].[Cl-].[Cl-].[Cl-].[Al+3].Cl[CH2:28]Cl, predict the reaction product. The product is: [CH2:5]([O:8][C:9]1[C:10]([C:1](=[O:3])[CH2:2][CH3:28])=[CH:11][C:12]2[C:13]([CH3:21])([CH3:22])[CH2:14][CH2:15][C:16]([CH3:20])([CH3:19])[C:17]=2[CH:18]=1)[CH2:6][CH3:7]. (3) Given the reactants [F:1][C:2]1[CH:11]=[C:10]2[C:5]([C:6]([N:20]3[CH2:25][CH2:24]S[C:22]4[N:26]=[CH:27][C:28]([N:30]5[CH2:35][CH2:34][O:33][CH2:32][CH2:31]5)=[CH:29][C:21]3=4)=[C:7]([CH3:19])[C:8]([C:12]3[CH:17]=[C:16]([CH3:18])[CH:15]=[CH:14][N:13]=3)=[N:9]2)=[CH:4][CH:3]=1.O.OO.[OH:39][S:40]([O-:42])=O.[Na+], predict the reaction product. The product is: [F:1][C:2]1[CH:11]=[C:10]2[C:5]([C:6]([N:20]3[CH2:25][CH2:24][S:40](=[O:42])(=[O:39])[C:22]4[N:26]=[CH:27][C:28]([N:30]5[CH2:35][CH2:34][O:33][CH2:32][CH2:31]5)=[CH:29][C:21]3=4)=[C:7]([CH3:19])[C:8]([C:12]3[CH:17]=[C:16]([CH3:18])[CH:15]=[CH:14][N:13]=3)=[N:9]2)=[CH:4][CH:3]=1. (4) Given the reactants [F:1][C:2]1[CH:7]=[C:6]([OH:8])[CH:5]=[CH:4][C:3]=1[NH:9][C:10]([C:12]1[C:13](=[O:25])[N:14]([C:19]2[CH:24]=[CH:23][CH:22]=[CH:21][CH:20]=2)[N:15]([CH3:18])[C:16]=1[CH3:17])=[O:11].CC([O-])(C)C.[K+].[Cl:32][C:33]1[C:34]([C:40]([NH2:42])=[O:41])=[N:35][CH:36]=[CH:37][C:38]=1Cl.CCOC(C)=O, predict the reaction product. The product is: [Cl:32][C:33]1[C:34]([C:40]([NH2:42])=[O:41])=[N:35][CH:36]=[CH:37][C:38]=1[O:8][C:6]1[CH:5]=[CH:4][C:3]([NH:9][C:10]([C:12]2[C:13](=[O:25])[N:14]([C:19]3[CH:20]=[CH:21][CH:22]=[CH:23][CH:24]=3)[N:15]([CH3:18])[C:16]=2[CH3:17])=[O:11])=[C:2]([F:1])[CH:7]=1. (5) Given the reactants IC.[CH2:3]([O:10][C:11]([NH:13][C@@H:14]([CH2:18][NH:19][C:20]([O:22][C:23]([CH3:26])([CH3:25])[CH3:24])=[O:21])[C:15]([OH:17])=[O:16])=[O:12])[C:4]1[CH:9]=[CH:8][CH:7]=[CH:6][CH:5]=1.[C:27](=O)([O-])[O-].[K+].[K+], predict the reaction product. The product is: [CH2:3]([O:10][C:11]([NH:13][C@@H:14]([CH2:18][NH:19][C:20]([O:22][C:23]([CH3:26])([CH3:25])[CH3:24])=[O:21])[C:15]([O:17][CH3:27])=[O:16])=[O:12])[C:4]1[CH:5]=[CH:6][CH:7]=[CH:8][CH:9]=1. (6) The product is: [CH2:20]([O:19][C:17](=[O:18])[CH2:16][O:15][C:14]1[CH:22]=[CH:23][C:11]([S:8]([C:5]2[CH:4]=[CH:3][C:2]([O:1][C:30]3[CH:31]=[CH:32][C:33]([S:35]([C:38]([F:40])([F:41])[F:39])(=[O:37])=[O:36])=[CH:34][C:29]=3[N+:26]([O-:28])=[O:27])=[CH:7][CH:6]=2)(=[O:9])=[O:10])=[CH:12][CH:13]=1)[CH3:21]. Given the reactants [OH:1][C:2]1[CH:7]=[CH:6][C:5]([S:8]([C:11]2[CH:23]=[CH:22][C:14]([O:15][CH2:16][C:17]([O:19][CH2:20][CH3:21])=[O:18])=[CH:13][CH:12]=2)(=[O:10])=[O:9])=[CH:4][CH:3]=1.[H-].[Na+].[N+:26]([C:29]1[CH:34]=[C:33]([S:35]([C:38]([F:41])([F:40])[F:39])(=[O:37])=[O:36])[CH:32]=[CH:31][C:30]=1Cl)([O-:28])=[O:27], predict the reaction product. (7) Given the reactants [NH:1]1[CH2:6][CH:5]=[C:4]([C:7]2[CH:12]=[CH:11][C:10]([NH:13][C:14]([N:16]3[CH2:25][CH2:24][C:23]4[C:18](=[CH:19][CH:20]=[CH:21][CH:22]=4)[CH2:17]3)=[O:15])=[CH:9][CH:8]=2)[CH2:3][CH2:2]1.C(N(CC)CC)C.[C:33](Cl)(=[O:40])[C:34]1[CH:39]=[CH:38][CH:37]=[CH:36][CH:35]=1, predict the reaction product. The product is: [C:33]([N:1]1[CH2:2][CH:3]=[C:4]([C:7]2[CH:12]=[CH:11][C:10]([NH:13][C:14]([N:16]3[CH2:25][CH2:24][C:23]4[C:18](=[CH:19][CH:20]=[CH:21][CH:22]=4)[CH2:17]3)=[O:15])=[CH:9][CH:8]=2)[CH2:5][CH2:6]1)(=[O:40])[C:34]1[CH:39]=[CH:38][CH:37]=[CH:36][CH:35]=1. (8) Given the reactants [CH3:1][C:2]1[C:3]([C:10]2[CH:11]=[N:12][CH:13]=[CH:14][CH:15]=2)=[N:4][C:5](SC)=[N:6][CH:7]=1.O[O:17][S:18]([O-:20])=O.[K+].[CH3:22]O, predict the reaction product. The product is: [CH3:22][S:18]([C:5]1[N:4]=[C:3]([C:10]2[CH:11]=[N:12][CH:13]=[CH:14][CH:15]=2)[C:2]([CH3:1])=[CH:7][N:6]=1)(=[O:20])=[O:17]. (9) Given the reactants Br[C:2]1[CH:7]=[CH:6][C:5]([CH2:8][C:9]([O:11][CH2:12][CH3:13])=[O:10])=[CH:4][CH:3]=1.[OH:14][C:15]1[CH:20]=[CH:19][C:18](B(O)O)=[CH:17][CH:16]=1.C(=O)([O-])[O-].[K+].[K+], predict the reaction product. The product is: [CH2:12]([O:11][C:9](=[O:10])[CH2:8][C:5]1[CH:6]=[CH:7][C:2]([C:18]2[CH:19]=[CH:20][C:15]([OH:14])=[CH:16][CH:17]=2)=[CH:3][CH:4]=1)[CH3:13].